This data is from Catalyst prediction with 721,799 reactions and 888 catalyst types from USPTO. The task is: Predict which catalyst facilitates the given reaction. (1) Reactant: [NH:1]1[CH2:6][CH2:5][CH:4]([CH2:7][CH2:8][OH:9])[CH2:3][CH2:2]1.[N:10]([CH2:13][CH3:14])=[C:11]=[S:12]. The catalyst class is: 2. Product: [CH2:13]([NH:10][C:11]([N:1]1[CH2:6][CH2:5][CH:4]([CH2:7][CH2:8][OH:9])[CH2:3][CH2:2]1)=[S:12])[CH3:14]. (2) Reactant: [OH:1][CH2:2][CH2:3][CH2:4][CH2:5][CH2:6][CH2:7][CH2:8][CH2:9][CH2:10][CH:11]1[C:20]2[C:15](=[CH:16][C:17]([O:21][CH2:22][O:23][CH3:24])=[CH:18][CH:19]=2)[O:14][CH2:13][CH:12]1[C:25]1[CH:30]=[CH:29][C:28]([O:31][CH2:32][O:33][CH3:34])=[CH:27][CH:26]=1.C(N(CC)CC)C.[CH3:42][S:43](Cl)(=[O:45])=[O:44].O. Product: [CH3:42][S:43]([O:1][CH2:2][CH2:3][CH2:4][CH2:5][CH2:6][CH2:7][CH2:8][CH2:9][CH2:10][CH:11]1[C:20]2[C:15](=[CH:16][C:17]([O:21][CH2:22][O:23][CH3:24])=[CH:18][CH:19]=2)[O:14][CH2:13][CH:12]1[C:25]1[CH:26]=[CH:27][C:28]([O:31][CH2:32][O:33][CH3:34])=[CH:29][CH:30]=1)(=[O:45])=[O:44]. The catalyst class is: 2. (3) Reactant: [CH3:1][C:2]1[CH:3]=[C:4]2[C:9](=[C:10]([N+:12]([O-])=O)[CH:11]=1)[N:8]=[CH:7][CH:6]=[CH:5]2.O.NN. Product: [CH3:1][C:2]1[CH:3]=[C:4]2[C:9](=[C:10]([NH2:12])[CH:11]=1)[N:8]=[CH:7][CH:6]=[CH:5]2. The catalyst class is: 227. (4) Reactant: [C:1]([CH:4]1[N:9]([C:10]2[CH:15]=[C:14]([C:16](=[O:18])[NH2:17])[N:13]=[C:12]([C:19]3[CH:24]=[CH:23][C:22]([O:25][C:26]4[CH:31]=[CH:30][C:29]([F:32])=[CH:28][CH:27]=4)=[CH:21][CH:20]=3)[N:11]=2)[CH2:8][CH2:7][N:6](C(OC(C)(C)C)=O)[CH2:5]1)(=[O:3])[NH2:2].Cl. Product: [C:1]([CH:4]1[CH2:5][NH:6][CH2:7][CH2:8][N:9]1[C:10]1[N:11]=[C:12]([C:19]2[CH:20]=[CH:21][C:22]([O:25][C:26]3[CH:31]=[CH:30][C:29]([F:32])=[CH:28][CH:27]=3)=[CH:23][CH:24]=2)[N:13]=[C:14]([C:16]([NH2:17])=[O:18])[CH:15]=1)(=[O:3])[NH2:2]. The catalyst class is: 12. (5) Reactant: [C:1]([C:4]1[CH:12]=[CH:11][CH:10]=[CH:9][C:5]=1[C:6]([OH:8])=[O:7])(=[O:3])[CH3:2].[CH3:13][C:14](=[CH:16][CH2:17][CH2:18]/[C:19](=[CH:21]/[CH2:22]O)/[CH3:20])[CH3:15].C1CCC(N=C=NC2CCCCC2)CC1. Product: [C:1]([C:4]1[CH:12]=[CH:11][CH:10]=[CH:9][C:5]=1[C:6]([O:8][CH2:22]/[CH:21]=[C:19](\[CH3:20])/[CH2:18][CH2:17][CH:16]=[C:14]([CH3:15])[CH3:13])=[O:7])(=[O:3])[CH3:2]. The catalyst class is: 166. (6) Reactant: [Cl:1][C:2]1[CH:7]=[C:6]([N+:8]([O-:10])=[O:9])[C:5](F)=[CH:4][C:3]=1[Cl:12].[CH3:13][NH2:14]. Product: [Cl:1][C:2]1[C:3]([Cl:12])=[CH:4][C:5]([NH:14][CH3:13])=[C:6]([N+:8]([O-:10])=[O:9])[CH:7]=1. The catalyst class is: 3. (7) Reactant: [C:1]([C:4]1[CH:5]=[C:6]2[C:11](=[CH:12][CH:13]=1)[N:10]([CH2:14][CH2:15]OS(C)(=O)=O)[CH2:9][CH2:8][CH2:7]2)(=[O:3])[NH2:2].[I-].[K+].C(=O)([O-])[O-].[K+].[K+].[F:29][C:30]1[CH:38]=[C:37]2[C:33]([C:34]([C:39]3[CH2:40][CH2:41][NH:42][CH2:43][CH:44]=3)=[CH:35][NH:36]2)=[CH:32][CH:31]=1. Product: [F:29][C:30]1[CH:38]=[C:37]2[C:33]([C:34]([C:39]3[CH2:40][CH2:41][N:42]([CH2:15][CH2:14][N:10]4[C:11]5[C:6](=[CH:5][C:4]([C:1]([NH2:2])=[O:3])=[CH:13][CH:12]=5)[CH2:7][CH2:8][CH2:9]4)[CH2:43][CH:44]=3)=[CH:35][NH:36]2)=[CH:32][CH:31]=1. The catalyst class is: 10.